From a dataset of Peptide-MHC class II binding affinity with 134,281 pairs from IEDB. Regression. Given a peptide amino acid sequence and an MHC pseudo amino acid sequence, predict their binding affinity value. This is MHC class II binding data. (1) The peptide sequence is QAYAATVAAAPQVKY. The MHC is HLA-DQA10501-DQB10201 with pseudo-sequence HLA-DQA10501-DQB10201. The binding affinity (normalized) is 0.453. (2) The peptide sequence is KLTVVVGDIIGVLEQ. The MHC is DRB4_0101 with pseudo-sequence DRB4_0103. The binding affinity (normalized) is 0.501. (3) The binding affinity (normalized) is 0.627. The peptide sequence is AQGKAFYEAVAKAHQ. The MHC is DRB1_1001 with pseudo-sequence DRB1_1001. (4) The peptide sequence is VWGIKQLQARVLAVERYLKD. The MHC is DRB4_0101 with pseudo-sequence DRB4_0103. The binding affinity (normalized) is 0.492. (5) The peptide sequence is SNGVLESDMIIPKSL. The MHC is DRB1_0802 with pseudo-sequence DRB1_0802. The binding affinity (normalized) is 0.279. (6) The peptide sequence is DTAGWDTRITEADLD. The MHC is HLA-DQA10102-DQB10501 with pseudo-sequence HLA-DQA10102-DQB10501. The binding affinity (normalized) is 0. (7) The peptide sequence is KNWMTETLLVQNANPDCKTI. The MHC is HLA-DQA10103-DQB10603 with pseudo-sequence HLA-DQA10103-DQB10603. The binding affinity (normalized) is 0.626. (8) The peptide sequence is GELQIVDKMDAAFKI. The MHC is DRB1_1101 with pseudo-sequence DRB1_1101. The binding affinity (normalized) is 0.406. (9) The peptide sequence is GELQIVDKIDAAFRI. The MHC is DRB3_0101 with pseudo-sequence DRB3_0101. The binding affinity (normalized) is 0.695. (10) The peptide sequence is YDKNLANVSTVLTGK. The MHC is DRB1_1101 with pseudo-sequence DRB1_1101. The binding affinity (normalized) is 0.383.